Task: Predict which catalyst facilitates the given reaction.. Dataset: Catalyst prediction with 721,799 reactions and 888 catalyst types from USPTO Reactant: [Cl:1][C:2]1[S:6][C:5]([C:7]([OH:9])=[O:8])=[CH:4][CH:3]=1.C(=O)([O-])[O-].[K+].[K+].Br[CH2:17][CH:18]1[CH2:20][CH2:19]1. Product: [Cl:1][C:2]1[S:6][C:5]([C:7]([O:9][CH2:17][CH:18]2[CH2:20][CH2:19]2)=[O:8])=[CH:4][CH:3]=1. The catalyst class is: 248.